Dataset: Peptide-MHC class II binding affinity with 134,281 pairs from IEDB. Task: Regression. Given a peptide amino acid sequence and an MHC pseudo amino acid sequence, predict their binding affinity value. This is MHC class II binding data. (1) The peptide sequence is LDHILEPSIPYKSK. The MHC is HLA-DQA10501-DQB10201 with pseudo-sequence HLA-DQA10501-DQB10201. The binding affinity (normalized) is 0.140. (2) The peptide sequence is RRGRIGRNPNRDGDS. The MHC is HLA-DQA10102-DQB10501 with pseudo-sequence HLA-DQA10102-DQB10501. The binding affinity (normalized) is 0.452. (3) The peptide sequence is GENGRKTRSAYERMC. The MHC is DRB1_0901 with pseudo-sequence DRB1_0901. The binding affinity (normalized) is 0.181. (4) The peptide sequence is MTEQQWNFAGIEAAA. The MHC is DRB3_0101 with pseudo-sequence DRB3_0101. The binding affinity (normalized) is 0.0588. (5) The peptide sequence is EKKYFAWTQFEPLAA. The MHC is HLA-DPA10201-DPB10101 with pseudo-sequence HLA-DPA10201-DPB10101. The binding affinity (normalized) is 1.00.